This data is from Catalyst prediction with 721,799 reactions and 888 catalyst types from USPTO. The task is: Predict which catalyst facilitates the given reaction. Reactant: O=[C:2]([CH3:9])[CH2:3][C:4]([O:6][CH2:7][CH3:8])=[O:5].[NH2:10][C:11]1[CH:18]=[CH:17][CH:16]=[C:15]([O:19][CH:20]2[CH2:25][CH2:24][CH2:23][CH2:22][CH2:21]2)[C:12]=1[C:13]#[N:14].Cl[Sn](Cl)(Cl)Cl. Product: [CH2:7]([O:6][C:4]([C:3]1[C:2]([CH3:9])=[N:10][C:11]2[C:12]([C:13]=1[NH2:14])=[C:15]([O:19][CH:20]1[CH2:21][CH2:22][CH2:23][CH2:24][CH2:25]1)[CH:16]=[CH:17][CH:18]=2)=[O:5])[CH3:8]. The catalyst class is: 11.